From a dataset of Forward reaction prediction with 1.9M reactions from USPTO patents (1976-2016). Predict the product of the given reaction. (1) Given the reactants Br[C:2]1[S:3][C:4]([C:7]([NH:9][CH2:10][C:11]2[C:20](=[O:21])[C:19]3[C:14](=[CH:15][C:16]([Cl:22])=[CH:17][CH:18]=3)[N:13]([C:23]3[CH:28]=[CH:27][CH:26]=[CH:25][CH:24]=3)[CH:12]=2)=[O:8])=[CH:5][N:6]=1.[NH:29]1[CH2:34][CH2:33][S:32](=[O:36])(=[O:35])[CH2:31][CH2:30]1, predict the reaction product. The product is: [Cl:22][C:16]1[CH:15]=[C:14]2[C:19]([C:20](=[O:21])[C:11]([CH2:10][NH:9][C:7]([C:4]3[S:3][C:2]([N:29]4[CH2:34][CH2:33][S:32](=[O:36])(=[O:35])[CH2:31][CH2:30]4)=[N:6][CH:5]=3)=[O:8])=[CH:12][N:13]2[C:23]2[CH:28]=[CH:27][CH:26]=[CH:25][CH:24]=2)=[CH:18][CH:17]=1. (2) The product is: [C:14]([N:9]1[CH2:10][CH2:11][CH2:12][C:7]([C:1]2[CH:2]=[CH:3][CH:4]=[CH:5][CH:6]=2)=[N:8]1)(=[O:21])[C:15]1[CH:20]=[CH:19][CH:18]=[N:17][CH:16]=1. Given the reactants [C:1]1([C:7]2[CH2:12][CH2:11][CH2:10][NH:9][N:8]=2)[CH:6]=[CH:5][CH:4]=[CH:3][CH:2]=1.Cl.[C:14](Cl)(=[O:21])[C:15]1[CH:20]=[CH:19][CH:18]=[N:17][CH:16]=1.C(N(CC)CC)C, predict the reaction product.